This data is from Reaction yield outcomes from USPTO patents with 853,638 reactions. The task is: Predict the reaction yield, written as a fraction of the theoretical maximum amount of product (1.0 means a 100% yield; for example, 0.34 means a 34% yield). The reactants are [C:1]1([C:7]2[O:11][C:10]([C:12]3[C:13]([NH2:24])=[N:14][CH:15]=[C:16]([C:18]4[CH2:19][CH2:20][NH:21][CH2:22][CH:23]=4)[N:17]=3)=[N:9][N:8]=2)[CH:6]=[CH:5][CH:4]=[CH:3][CH:2]=1.CCN(CC)CC.[CH2:32]([S:34](Cl)(=[O:36])=[O:35])[CH3:33]. The catalyst is C(Cl)Cl. The product is [CH2:32]([S:34]([N:21]1[CH2:20][CH:19]=[C:18]([C:16]2[N:17]=[C:12]([C:10]3[O:11][C:7]([C:1]4[CH:2]=[CH:3][CH:4]=[CH:5][CH:6]=4)=[N:8][N:9]=3)[C:13]([NH2:24])=[N:14][CH:15]=2)[CH2:23][CH2:22]1)(=[O:36])=[O:35])[CH3:33]. The yield is 0.600.